Dataset: Reaction yield outcomes from USPTO patents with 853,638 reactions. Task: Predict the reaction yield, written as a fraction of the theoretical maximum amount of product (1.0 means a 100% yield; for example, 0.34 means a 34% yield). (1) The reactants are Cl[C:2]1[N:7]=[C:6]([C:8]#[N:9])[CH:5]=[CH:4][CH:3]=1.[NH:10]1[CH:14]=[CH:13][CH:12]=[N:11]1.C(=O)([O-])[O-].[K+].[K+].C(OCC)(=O)C. The catalyst is CN(C=O)C.O. The product is [N:10]1([C:2]2[N:7]=[C:6]([C:8]#[N:9])[CH:5]=[CH:4][CH:3]=2)[CH:14]=[CH:13][CH:12]=[N:11]1. The yield is 0.800. (2) The reactants are [Cl:1][C:2]1[CH:3]=[N:4][N:5]([CH3:17])[C:6]=1[C:7]1[CH:8]=[C:9]([C:14]([OH:16])=O)[O:10][C:11]=1[CH2:12][CH3:13].[NH2:18][C@@H:19]([CH2:32][C:33]1[CH:38]=[CH:37][CH:36]=[CH:35][C:34]=1[C:39]([F:42])([F:41])[F:40])[CH2:20][N:21]1[C:29](=[O:30])[C:28]2[C:23](=[CH:24][CH:25]=[CH:26][CH:27]=2)[C:22]1=[O:31].C(N(CC)C(C)C)(C)C.F[P-](F)(F)(F)(F)F.Br[P+](N1CCCC1)(N1CCCC1)N1CCCC1. The catalyst is ClCCl. The product is [Cl:1][C:2]1[CH:3]=[N:4][N:5]([CH3:17])[C:6]=1[C:7]1[CH:8]=[C:9]([C:14]([NH:18][C@@H:19]([CH2:32][C:33]2[CH:38]=[CH:37][CH:36]=[CH:35][C:34]=2[C:39]([F:42])([F:40])[F:41])[CH2:20][N:21]2[C:29](=[O:30])[C:28]3[C:23](=[CH:24][CH:25]=[CH:26][CH:27]=3)[C:22]2=[O:31])=[O:16])[O:10][C:11]=1[CH2:12][CH3:13]. The yield is 0.710. (3) The reactants are [H-].[Na+].[CH3:3][C:4]1([CH3:15])[CH2:13][C:12]2[NH:11][CH2:10][CH2:9][CH2:8][C:7]=2[C:6](=[O:14])[CH2:5]1.[Br:16][C:17]1[CH:24]=[C:23](F)[CH:22]=[CH:21][C:18]=1[C:19]#[N:20]. The catalyst is CS(C)=O. The product is [Br:16][C:17]1[CH:24]=[C:23]([N:11]2[C:12]3[CH2:13][C:4]([CH3:15])([CH3:3])[CH2:5][C:6](=[O:14])[C:7]=3[CH2:8][CH2:9][CH2:10]2)[CH:22]=[CH:21][C:18]=1[C:19]#[N:20]. The yield is 0.440. (4) The reactants are [OH:1][C@H:2]1[CH2:7][CH2:6][C@H:5]([N:8]2[C:13](=[O:14])[C:12]([CH2:15][C:16]3[CH:21]=[CH:20][C:19]([C:22]4[C:23]([C:28]#[N:29])=[CH:24][CH:25]=[CH:26][CH:27]=4)=[CH:18][CH:17]=3)=[C:11]([CH2:30][CH2:31][CH3:32])[N:10]3[N:33]=[CH:34][CH:35]=[C:9]23)[CH2:4][CH2:3]1.Br[CH2:37][C:38]([O:40][C:41]([CH3:44])([CH3:43])[CH3:42])=[O:39].Cl. The catalyst is S([O-])(O)(=O)=O.C([N+](CCCC)(CCCC)CCCC)CCC.C1(C)C=CC=CC=1.C(OCC)(=O)C. The product is [C:41]([O:40][C:38](=[O:39])[CH2:37][O:1][C@H:2]1[CH2:3][CH2:4][C@H:5]([N:8]2[C:13](=[O:14])[C:12]([CH2:15][C:16]3[CH:21]=[CH:20][C:19]([C:22]4[CH:27]=[CH:26][CH:25]=[CH:24][C:23]=4[C:28]#[N:29])=[CH:18][CH:17]=3)=[C:11]([CH2:30][CH2:31][CH3:32])[N:10]3[N:33]=[CH:34][CH:35]=[C:9]23)[CH2:6][CH2:7]1)([CH3:44])([CH3:43])[CH3:42]. The yield is 0.930. (5) The reactants are [Br:1][C:2]1[N:7]=[C:6]([C:8]#N)[C:5]([OH:10])=[C:4]([O:11][CH3:12])[CH:3]=1.[OH:13]S(O)(=O)=O.[OH2:18]. No catalyst specified. The product is [Br:1][C:2]1[N:7]=[C:6]([C:8]([OH:13])=[O:18])[C:5]([OH:10])=[C:4]([O:11][CH3:12])[CH:3]=1. The yield is 1.00. (6) The reactants are S(Cl)([Cl:4])(=O)=O.[CH3:6][N:7]1[C:11]([CH3:12])=[N:10][N:9]=[C:8]1[C:13]1[CH:18]=[CH:17][N:16]=[CH:15][CH:14]=1.C([O-])(O)=O.[Na+]. The catalyst is C(Cl)Cl.CN(C=O)C. The product is [Cl:4][CH2:12][C:11]1[N:7]([CH3:6])[C:8]([C:13]2[CH:18]=[CH:17][N:16]=[CH:15][CH:14]=2)=[N:9][N:10]=1. The yield is 0.230. (7) The reactants are [O:1]=[C:2]1[N:7]([CH2:8][C:9]([OH:11])=O)[N:6]=[N:5][C:4]2[CH:12]=[CH:13][CH:14]=[CH:15][C:3]1=2.[C:16]1([CH3:25])[CH:21]=[CH:20][C:19]([C@H:22]([NH2:24])[CH3:23])=[CH:18][CH:17]=1. No catalyst specified. The product is [O:1]=[C:2]1[N:7]([CH2:8][C:9]([NH:24][C@@H:22]([C:19]2[CH:20]=[CH:21][C:16]([CH3:25])=[CH:17][CH:18]=2)[CH3:23])=[O:11])[N:6]=[N:5][C:4]2[CH:12]=[CH:13][CH:14]=[CH:15][C:3]1=2. The yield is 0.830. (8) The reactants are C[O:2][C:3]1[CH:4]=[C:5]([CH:14]=[CH:15][C:16]2[CH:17]=[C:18]([CH:22]=[CH:23][CH:24]=2)[C:19]([OH:21])=[O:20])[CH:6]=[C:7]([O:12]C)[C:8]=1[CH2:9][CH2:10][CH3:11].Cl.N1C=CC=CC=1. No catalyst specified. The product is [OH:2][C:3]1[CH:4]=[C:5]([CH:14]=[CH:15][C:16]2[CH:17]=[C:18]([CH:22]=[CH:23][CH:24]=2)[C:19]([OH:21])=[O:20])[CH:6]=[C:7]([OH:12])[C:8]=1[CH2:9][CH2:10][CH3:11]. The yield is 0.860. (9) The reactants are Br[C:2]1[N:3]=[C:4]([N:9]2[CH2:15][CH2:14][CH2:13][N:12]([CH3:16])[CH2:11][CH2:10]2)[C:5]([NH2:8])=[N:6][CH:7]=1.[N:17]1[CH:22]=[CH:21][C:20](B(O)O)=[CH:19][CH:18]=1. No catalyst specified. The product is [CH3:16][N:12]1[CH2:13][CH2:14][CH2:15][N:9]([C:4]2[C:5]([NH2:8])=[N:6][CH:7]=[C:2]([C:20]3[CH:21]=[CH:22][N:17]=[CH:18][CH:19]=3)[N:3]=2)[CH2:10][CH2:11]1. The yield is 0.620. (10) The yield is 0.950. The catalyst is CO. The reactants are [OH:1]OS([O-])=O.[K+].[F:7][C:8]([F:20])([F:19])[CH2:9][CH2:10][S:11][C:12]1[CH:17]=[CH:16][C:15]([Br:18])=[CH:14][CH:13]=1.[OH2:21]. The product is [F:20][C:8]([F:7])([F:19])[CH2:9][CH2:10][S:11]([C:12]1[CH:17]=[CH:16][C:15]([Br:18])=[CH:14][CH:13]=1)(=[O:1])=[O:21].